Dataset: CYP3A4 inhibition data for predicting drug metabolism from PubChem BioAssay. Task: Regression/Classification. Given a drug SMILES string, predict its absorption, distribution, metabolism, or excretion properties. Task type varies by dataset: regression for continuous measurements (e.g., permeability, clearance, half-life) or binary classification for categorical outcomes (e.g., BBB penetration, CYP inhibition). Dataset: cyp3a4_veith. (1) The compound is COCCNC(=S)N1C2CCC1CC(NC(=O)NC13CC4CC(CC(C4)C1)C3)C2. The result is 1 (inhibitor). (2) The compound is N#Cc1cc2nc([O-])c([O-])nc2cc1[N+](=O)[O-]. The result is 0 (non-inhibitor). (3) The drug is O=c1[nH]c(=O)n([C@@H]2C[C@H](O)[C@H](CO)O2)cc1C(F)(F)F. The result is 0 (non-inhibitor). (4) The compound is CCOC(=O)c1cc2c(ccn2C)n1CC(=O)N1CCCC(C)C1. The result is 1 (inhibitor). (5) The result is 0 (non-inhibitor). The molecule is CN(C)CCC[C@@H]1c2ccccc2Oc2ccc(C(F)(F)F)cc21. (6) The drug is COCCn1c(=O)c(-c2cn(C)c3ccccc23)nc2cnc(N3CCNCC3)nc21. The result is 1 (inhibitor). (7) The compound is CCCS(=O)(=O)N1CCCC(C(=O)NCCN2CCC(Cc3ccccc3)CC2)C1. The result is 0 (non-inhibitor). (8) The compound is S=P(C1CCCCC1)(C1CCCCC1)[C@H](c1cccnc1)N1CCCC1. The result is 1 (inhibitor). (9) The drug is C[C@H](C(=O)[O-])c1cccc(Oc2ccccc2)c1.C[C@H](C(=O)[O-])c1cccc(Oc2ccccc2)c1.O.O.[Ca+2]. The result is 0 (non-inhibitor).